This data is from NCI-60 drug combinations with 297,098 pairs across 59 cell lines. The task is: Regression. Given two drug SMILES strings and cell line genomic features, predict the synergy score measuring deviation from expected non-interaction effect. Drug 1: C1=C(C(=O)NC(=O)N1)N(CCCl)CCCl. Drug 2: C(CN)CNCCSP(=O)(O)O. Cell line: HCT-15. Synergy scores: CSS=24.1, Synergy_ZIP=-9.95, Synergy_Bliss=-6.09, Synergy_Loewe=-17.9, Synergy_HSA=-6.92.